This data is from Catalyst prediction with 721,799 reactions and 888 catalyst types from USPTO. The task is: Predict which catalyst facilitates the given reaction. (1) Reactant: [Cl:1][C:2]1[C:30]([O:31][CH3:32])=[CH:29][C:28]([O:33][CH3:34])=[C:27]([Cl:35])[C:3]=1[CH2:4][O:5][C:6]1[CH:7]=[N:8][C:9]([NH:12][C:13]2[CH:18]=[CH:17][C:16]([CH:19]3[CH2:24][CH2:23][NH:22][CH2:21][CH2:20]3)=[CH:15][C:14]=2[O:25][CH3:26])=[N:10][CH:11]=1.N1(CO)C2C=CC=C[C:39]=2N=N1.C(O[BH-](OC(=O)C)OC(=O)C)(=O)C.[Na+].C(=O)([O-])O.[Na+]. Product: [Cl:35][C:27]1[C:28]([O:33][CH3:34])=[CH:29][C:30]([O:31][CH3:32])=[C:2]([Cl:1])[C:3]=1[CH2:4][O:5][C:6]1[CH:7]=[N:8][C:9]([NH:12][C:13]2[CH:18]=[CH:17][C:16]([CH:19]3[CH2:24][CH2:23][N:22]([CH3:39])[CH2:21][CH2:20]3)=[CH:15][C:14]=2[O:25][CH3:26])=[N:10][CH:11]=1. The catalyst class is: 138. (2) The catalyst class is: 20. Product: [Br:32][CH2:20][C:18]1[CH:17]=[CH:16][C:10]2/[C:11](=[C:12](/[CH3:15])\[C:13]#[N:14])/[C:5]3[CH:4]=[CH:3][C:2]([F:1])=[CH:22][C:6]=3[O:7][CH2:8][C:9]=2[CH:19]=1. Reactant: [F:1][C:2]1[CH:3]=[CH:4][C:5]2=[C:6]([CH:22]=1)[O:7][CH2:8][C:9]1[CH:19]=[C:18]([CH2:20]O)[CH:17]=[CH:16][C:10]=1/[C:11]/2=[C:12](/[CH3:15])\[C:13]#[N:14].CS(OS(C)(=O)=O)(=O)=O.[Br-:32].[Li+].N1C(C)=CC=CC=1C.